From a dataset of Peptide-MHC class II binding affinity with 134,281 pairs from IEDB. Regression. Given a peptide amino acid sequence and an MHC pseudo amino acid sequence, predict their binding affinity value. This is MHC class II binding data. (1) The peptide sequence is EKKYFAATQFEYLAA. The MHC is HLA-DQA10501-DQB10301 with pseudo-sequence HLA-DQA10501-DQB10301. The binding affinity (normalized) is 0.246. (2) The peptide sequence is AGWLAFFRDLVARGL. The MHC is HLA-DQA10301-DQB10302 with pseudo-sequence HLA-DQA10301-DQB10302. The binding affinity (normalized) is 0.178. (3) The binding affinity (normalized) is 0.372. The peptide sequence is SAIQGNVTSIHSLLD. The MHC is HLA-DQA10301-DQB10302 with pseudo-sequence HLA-DQA10301-DQB10302. (4) The peptide sequence is RKLTELNAELSDK. The MHC is DRB1_1501 with pseudo-sequence DRB1_1501. The binding affinity (normalized) is 0.126. (5) The peptide sequence is IGRGRVSPGNGWMIK. The MHC is DRB3_0101 with pseudo-sequence DRB3_0101. The binding affinity (normalized) is 0.301.